From a dataset of Forward reaction prediction with 1.9M reactions from USPTO patents (1976-2016). Predict the product of the given reaction. (1) Given the reactants [CH2:1]=[CH:2][C:3](=[CH2:5])[CH3:4].Cl[CH:7]([CH3:10])[C:8]#[N:9], predict the reaction product. The product is: [CH2:1]=[CH:2][C:3](=[CH2:4])[CH3:5].[C:8](#[N:9])[CH:7]=[CH2:10]. (2) Given the reactants [C:1]([CH:4]1[CH2:9][CH2:8][N:7]([C:10]([O:12][C:13]([CH3:16])([CH3:15])[CH3:14])=[O:11])[CH2:6][CH2:5]1)(=[S:3])[NH2:2].Br[CH2:18][C:19](=O)[C:20]([O:22][CH2:23][CH3:24])=[O:21].C(N(CC)CC)C, predict the reaction product. The product is: [C:13]([O:12][C:10]([N:7]1[CH2:8][CH2:9][CH:4]([C:1]2[S:3][CH:18]=[C:19]([C:20]([O:22][CH2:23][CH3:24])=[O:21])[N:2]=2)[CH2:5][CH2:6]1)=[O:11])([CH3:16])([CH3:15])[CH3:14]. (3) The product is: [Cl:31][C:25]1[CH:26]=[CH:27][CH:28]=[C:29]([Cl:30])[C:24]=1[C:23]([NH:22][C@@H:4]([CH2:5]/[CH:6]=[CH:7]/[C:8]1[CH:9]=[CH:10][C:11]([N:14]([CH3:21])[C:15]2[N:16]=[CH:17][CH:18]=[CH:19][N:20]=2)=[CH:12][CH:13]=1)[C:3]([OH:33])=[O:2])=[O:32]. Given the reactants C[O:2][C:3](=[O:33])[C@@H:4]([NH:22][C:23](=[O:32])[C:24]1[C:29]([Cl:30])=[CH:28][CH:27]=[CH:26][C:25]=1[Cl:31])[CH2:5]/[CH:6]=[CH:7]/[C:8]1[CH:13]=[CH:12][C:11]([N:14]([CH3:21])[C:15]2[N:20]=[CH:19][CH:18]=[CH:17][N:16]=2)=[CH:10][CH:9]=1.[OH-].[Li+].O, predict the reaction product. (4) Given the reactants Cl[C:2]1[CH:7]=[CH:6][C:5]([CH2:8][CH:9]([N:16]=[C:17]=[S:18])[C:10]2[CH:15]=[CH:14][CH:13]=[CH:12][CH:11]=2)=[CH:4][CH:3]=1.[CH2:19]([CH2:21][NH2:22])[OH:20].C(Cl)(Cl)[Cl:24], predict the reaction product. The product is: [Cl:24][C:13]1[CH:14]=[CH:15][C:10]([CH:9]([NH:16][C:17]([NH:22][CH2:21][CH2:19][OH:20])=[S:18])[CH2:8][C:5]2[CH:6]=[CH:7][CH:2]=[CH:3][CH:4]=2)=[CH:11][CH:12]=1.